From a dataset of Full USPTO retrosynthesis dataset with 1.9M reactions from patents (1976-2016). Predict the reactants needed to synthesize the given product. (1) Given the product [C:16]([CH2:15][N:14]([CH3:13])[C:4](=[O:5])[C:3]1[CH:7]=[CH:8][C:9]([O:11][CH3:12])=[CH:10][C:2]=1[OH:1])#[N:17], predict the reactants needed to synthesize it. The reactants are: [OH:1][C:2]1[CH:10]=[C:9]([O:11][CH3:12])[CH:8]=[CH:7][C:3]=1[C:4](Cl)=[O:5].[CH3:13][NH:14][CH2:15][C:16]#[N:17].N1C(C)=CC=CC=1C. (2) Given the product [CH3:12][O:11][C:3]1[C:2]([CH3:1])=[C:7]([CH:6]=[CH:5][CH:4]=1)[NH2:8], predict the reactants needed to synthesize it. The reactants are: [CH3:1][C:2]1[C:7]([N+:8]([O-])=O)=[CH:6][CH:5]=[CH:4][C:3]=1[O:11][CH3:12].